From a dataset of NCI-60 drug combinations with 297,098 pairs across 59 cell lines. Regression. Given two drug SMILES strings and cell line genomic features, predict the synergy score measuring deviation from expected non-interaction effect. (1) Drug 1: C1CCN(CC1)CCOC2=CC=C(C=C2)C(=O)C3=C(SC4=C3C=CC(=C4)O)C5=CC=C(C=C5)O. Drug 2: CC1=CC=C(C=C1)C2=CC(=NN2C3=CC=C(C=C3)S(=O)(=O)N)C(F)(F)F. Cell line: RXF 393. Synergy scores: CSS=2.28, Synergy_ZIP=-1.86, Synergy_Bliss=-0.179, Synergy_Loewe=-1.41, Synergy_HSA=-0.449. (2) Drug 1: CC1=C(C=C(C=C1)C(=O)NC2=CC(=CC(=C2)C(F)(F)F)N3C=C(N=C3)C)NC4=NC=CC(=N4)C5=CN=CC=C5. Drug 2: CC1C(C(CC(O1)OC2CC(CC3=C2C(=C4C(=C3O)C(=O)C5=C(C4=O)C(=CC=C5)OC)O)(C(=O)CO)O)N)O.Cl. Cell line: OVCAR3. Synergy scores: CSS=20.4, Synergy_ZIP=0.230, Synergy_Bliss=-0.937, Synergy_Loewe=-13.0, Synergy_HSA=-2.55. (3) Cell line: SR. Drug 2: CC1=CC2C(CCC3(C2CCC3(C(=O)C)OC(=O)C)C)C4(C1=CC(=O)CC4)C. Synergy scores: CSS=45.8, Synergy_ZIP=3.06, Synergy_Bliss=0.806, Synergy_Loewe=-47.8, Synergy_HSA=0.686. Drug 1: CNC(=O)C1=CC=CC=C1SC2=CC3=C(C=C2)C(=NN3)C=CC4=CC=CC=N4.